Dataset: Full USPTO retrosynthesis dataset with 1.9M reactions from patents (1976-2016). Task: Predict the reactants needed to synthesize the given product. (1) Given the product [N:32]1[CH:31]=[CH:30][N:28]2[C:27]=1[CH:26]=[CH:25][C:24]([C:9]1[CH:8]=[C:7]([CH:12]=[CH:11][CH:10]=1)[C:6]([NH:5][CH2:1][CH:2]([CH3:3])[CH3:4])=[O:22])=[N:29]2, predict the reactants needed to synthesize it. The reactants are: [CH2:1]([NH:5][C:6](=[O:22])[C:7]1[CH:12]=[CH:11][CH:10]=[C:9](B2OC(C)(C)C(C)(C)O2)[CH:8]=1)[CH:2]([CH3:4])[CH3:3].Cl[C:24]1[CH:25]=[CH:26][C:27]2[N:28]([CH:30]=[CH:31][N:32]=2)[N:29]=1.C([O-])([O-])=O.[K+].[K+].COCCOC. (2) Given the product [CH2:16]([O:15][C@H:14]1[C@@H:13]([O:34][CH2:35][CH2:36][CH2:37][CH2:38][CH2:39][CH2:40][CH2:41][CH2:42][CH2:43][CH2:44][CH2:45][CH2:46][CH2:47][CH2:48][CH2:49][CH2:50][CH2:51][CH3:52])[CH2:12][O:11][C@@H:10]1[CH2:9][OH:8])[CH2:17][CH2:18][CH2:19][CH2:20][CH2:21][CH2:22][CH2:23][CH2:24][CH2:25][CH2:26][CH2:27][CH2:28][CH2:29][CH2:30][CH2:31][CH2:32][CH3:33], predict the reactants needed to synthesize it. The reactants are: C([O:8][CH2:9][C@@H:10]1[C@@H:14]([O:15][CH2:16][CH2:17][CH2:18][CH2:19][CH2:20][CH2:21][CH2:22][CH2:23][CH2:24][CH2:25][CH2:26][CH2:27][CH2:28][CH2:29][CH2:30][CH2:31][CH2:32][CH3:33])[C@@H:13]([O:34][CH2:35][CH2:36][CH2:37][CH2:38][CH2:39][CH2:40][CH2:41][CH2:42][CH2:43][CH2:44][CH2:45][CH2:46][CH2:47][CH2:48][CH2:49][CH2:50][CH2:51][CH3:52])[CH2:12][O:11]1)C1C=CC=CC=1. (3) Given the product [C:37]([CH2:36][N:16]1[CH2:15][CH2:14][CH2:13][N:12]2[CH2:25][CH:24]([CH2:26][C:27]3[CH:32]=[CH:31][C:30]([NH2:33])=[CH:29][CH:28]=3)[CH2:23][N:19]([CH2:20][CH2:21][CH2:22][N:9]([CH2:8][C:1]([O:3][C:4]([CH3:7])([CH3:6])[CH3:5])=[O:2])[CH2:10][CH2:11]2)[CH2:18][CH2:17]1)([O:39][C:40]([CH3:42])([CH3:41])[CH3:43])=[O:38], predict the reactants needed to synthesize it. The reactants are: [C:1]([CH2:8][N:9]1[CH2:22][CH2:21][CH2:20][N:19]2[CH2:23][CH:24]([CH2:26][C:27]3[CH:32]=[CH:31][C:30]([N+:33]([O-])=O)=[CH:29][CH:28]=3)[CH2:25][N:12]([CH2:13][CH2:14][CH2:15][N:16]([CH2:36][C:37]([O:39][C:40]([CH3:43])([CH3:42])[CH3:41])=[O:38])[CH2:17][CH2:18]2)[CH2:11][CH2:10]1)([O:3][C:4]([CH3:7])([CH3:6])[CH3:5])=[O:2]. (4) Given the product [CH3:1][O:2][C:3]([C:4]1[CH:9]=[CH:8][C:7]2[N:10]([CH2:11][CH2:12][OH:13])[CH:16]=[N:14][C:6]=2[CH:5]=1)=[O:15], predict the reactants needed to synthesize it. The reactants are: [CH3:1][O:2][C:3](=[O:15])[C:4]1[CH:9]=[CH:8][C:7]([NH:10][CH2:11][CH2:12][OH:13])=[C:6]([NH2:14])[CH:5]=1.[CH:16](O)=O. (5) Given the product [CH3:1][N:2]([S:23]([C:26]1[S:27][CH:28]=[CH:29][CH:30]=1)(=[O:24])=[O:25])[C:3]1[CH:4]=[CH:5][CH:6]=[C:7]2[C:11]=1[NH:10][C:9]([C:12]1[S:40][C:16]([C:17]([O:19][CH2:20][CH3:21])=[O:18])=[N:15][N:14]=1)=[CH:8]2, predict the reactants needed to synthesize it. The reactants are: [CH3:1][N:2]([S:23]([C:26]1[S:27][CH:28]=[CH:29][CH:30]=1)(=[O:25])=[O:24])[C:3]1[CH:4]=[CH:5][CH:6]=[C:7]2[C:11]=1[NH:10][C:9]([C:12]([NH:14][NH:15][C:16](=O)[C:17]([O:19][CH2:20][CH3:21])=[O:18])=O)=[CH:8]2.COC1C=CC(P2(SP(C3C=CC(OC)=CC=3)(=S)S2)=[S:40])=CC=1.